Dataset: Catalyst prediction with 721,799 reactions and 888 catalyst types from USPTO. Task: Predict which catalyst facilitates the given reaction. (1) The catalyst class is: 1. Product: [O:15]1[C@@H:2]2[CH2:7][CH2:6][CH2:5][CH2:4][C@@H:3]2[NH:8][C:9]1=[O:10]. Reactant: O[C@@H:2]1[CH2:7][CH2:6][CH2:5][CH2:4][C@@H:3]1[NH:8][C:9](=[O:15])[O:10]C(C)(C)C.[H-].[Na+].[NH4+].[Cl-]. (2) Reactant: C[C:2]1(C)[O:7][C:6](=[O:8])[CH2:5][C:4](=[O:9])O1.CO.C1C=CC2N(O)N=NC=2C=1.CCN=C=NCCCN(C)C.Cl.C(N(CC)C(C)C)(C)C.O[N:45]=[C:46]([NH2:53])[C:47]1[CH:52]=[CH:51][CH:50]=[CH:49][CH:48]=1. Product: [C:47]1([C:46]2[N:53]=[C:4]([CH2:5][C:6]([O:7][CH3:2])=[O:8])[O:9][N:45]=2)[CH:52]=[CH:51][CH:50]=[CH:49][CH:48]=1. The catalyst class is: 210.